From a dataset of Reaction yield outcomes from USPTO patents with 853,638 reactions. Predict the reaction yield, written as a fraction of the theoretical maximum amount of product (1.0 means a 100% yield; for example, 0.34 means a 34% yield). (1) The catalyst is CN(C=O)C.O. The reactants are [CH:1]1([C:4]2[C:5]([NH:23][S:24]([CH3:27])(=[O:26])=[O:25])=[CH:6][C:7]3[O:11][C:10]([C:12]4[CH:17]=[CH:16][C:15]([Cl:18])=[CH:14][CH:13]=4)=[C:9]([C:19](O)=[O:20])[C:8]=3[CH:22]=2)[CH2:3][CH2:2]1.C[CH2:29][N:30](C(C)C)C(C)C.CN(C(ON1N=NC2C=CC=NC1=2)=[N+](C)C)C.F[P-](F)(F)(F)(F)F.CN.C1COCC1. The product is [Cl:18][C:15]1[CH:14]=[CH:13][C:12]([C:10]2[O:11][C:7]3[CH:6]=[C:5]([NH:23][S:24]([CH3:27])(=[O:26])=[O:25])[C:4]([CH:1]4[CH2:2][CH2:3]4)=[CH:22][C:8]=3[C:9]=2[C:19]([NH:30][CH3:29])=[O:20])=[CH:17][CH:16]=1. The yield is 0.970. (2) The reactants are [N:1]1[CH:6]=[CH:5][CH:4]=[CH:3][C:2]=1/[CH:7]=[CH:8]/[C:9]1[CH:10]=[C:11]2[C:15](=[CH:16][CH:17]=1)[NH:14][N:13]=[C:12]2[C:18]1[CH:23]=[CH:22][C:21]([F:24])=[CH:20][CH:19]=1. The catalyst is CO. The product is [F:24][C:21]1[CH:22]=[CH:23][C:18]([C:12]2[C:11]3[C:15](=[CH:16][CH:17]=[C:9]([CH2:8][CH2:7][C:2]4[CH:3]=[CH:4][CH:5]=[CH:6][N:1]=4)[CH:10]=3)[NH:14][N:13]=2)=[CH:19][CH:20]=1. The yield is 0.470. (3) The reactants are [CH2:1]([N:8]1[C:12](=[O:13])[CH2:11][CH2:10][C@@H:9]1[C:14]([NH:16][CH:17]([CH2:23][C:24]1[CH:29]=[CH:28][CH:27]=[CH:26][CH:25]=1)[CH:18]([OH:22])[C:19](O)=[O:20])=[O:15])[C:2]1[CH:7]=[CH:6][CH:5]=[CH:4][CH:3]=1.[N:30]1[CH:35]=[CH:34][CH:33]=[CH:32][C:31]=1[CH2:36][NH2:37].O.ON1C2C=CC=CC=2N=N1.C(Cl)CCl.C(N(CC)CC)C. The catalyst is ClCCl. The product is [CH2:1]([N:8]1[C:12](=[O:13])[CH2:11][CH2:10][C@@H:9]1[C:14]([NH:16][CH:17]([CH:18]([OH:22])[C:19](=[O:20])[NH:37][CH2:36][C:31]1[CH:32]=[CH:33][CH:34]=[CH:35][N:30]=1)[CH2:23][C:24]1[CH:25]=[CH:26][CH:27]=[CH:28][CH:29]=1)=[O:15])[C:2]1[CH:3]=[CH:4][CH:5]=[CH:6][CH:7]=1. The yield is 0.340. (4) The reactants are [CH:1]1[CH:6]=[CH:5][C:4]([CH2:7]Br)=[CH:3][CH:2]=1.[C:9]([OH:18])(=[O:17])[C:10]1[C:11](=[CH:13][CH:14]=[CH:15][CH:16]=1)[OH:12].O. The catalyst is CCCC[N+](CCCC)(CCCC)CCCC.[F-]. The product is [OH:12][C:11]1[CH:13]=[CH:14][CH:15]=[CH:16][C:10]=1[C:9]([O:18][CH2:7][C:4]1[CH:5]=[CH:6][CH:1]=[CH:2][CH:3]=1)=[O:17]. The yield is 0.760. (5) The yield is 0.990. The reactants are [C:1]([C:3]1[CH:23]=[C:22]([N+:24]([O-])=O)[CH:21]=[CH:20][C:4]=1[O:5][C:6]1[CH:7]=[CH:8][C:9]([F:19])=[C:10]([NH:12][C:13](=[O:18])[C:14]([F:17])([F:16])[F:15])[CH:11]=1)#[N:2]. The catalyst is CO.[C].[Pd]. The product is [NH2:24][C:22]1[CH:21]=[CH:20][C:4]([O:5][C:6]2[CH:7]=[CH:8][C:9]([F:19])=[C:10]([NH:12][C:13](=[O:18])[C:14]([F:15])([F:16])[F:17])[CH:11]=2)=[C:3]([C:1]#[N:2])[CH:23]=1. (6) The reactants are [CH3:1][O:2][C:3]1[CH:12]=[C:11]2[C:6]([CH:7]=[CH:8][C:9](=[O:13])[NH:10]2)=[N:5][CH:4]=1.[H-].[Na+].[N+:16]([C:19]1[CH:24]=[CH:23][CH:22]=[CH:21][C:20]=1[S:25]([N:28]1[CH2:30][CH:29]1[C@H:31]1[CH2:36][CH2:35][C@H:34]([NH:37][C:38](=[O:44])[O:39][C:40]([CH3:43])([CH3:42])[CH3:41])[CH2:33][CH2:32]1)(=[O:27])=[O:26])([O-:18])=[O:17]. No catalyst specified. The product is [CH3:1][O:2][C:3]1[CH:12]=[C:11]2[C:6]([CH:7]=[CH:8][C:9](=[O:13])[N:10]2[CH2:30][CH:29]([C@H:31]2[CH2:36][CH2:35][C@H:34]([NH:37][C:38](=[O:44])[O:39][C:40]([CH3:43])([CH3:42])[CH3:41])[CH2:33][CH2:32]2)[NH:28][S:25]([C:20]2[CH:21]=[CH:22][CH:23]=[CH:24][C:19]=2[N+:16]([O-:18])=[O:17])(=[O:26])=[O:27])=[N:5][CH:4]=1. The yield is 0.730.